From a dataset of Peptide-MHC class I binding affinity with 185,985 pairs from IEDB/IMGT. Regression. Given a peptide amino acid sequence and an MHC pseudo amino acid sequence, predict their binding affinity value. This is MHC class I binding data. (1) The peptide sequence is MVSVSDFRDY. The MHC is HLA-A31:01 with pseudo-sequence HLA-A31:01. The binding affinity (normalized) is 0. (2) The peptide sequence is TQRKKTLGF. The MHC is HLA-B08:03 with pseudo-sequence HLA-B08:03. The binding affinity (normalized) is 0.0847. (3) The peptide sequence is EAVRHFPRI. The MHC is HLA-A30:02 with pseudo-sequence HLA-A30:02. The binding affinity (normalized) is 0. (4) The peptide sequence is ATFSRPGSL. The MHC is HLA-A26:01 with pseudo-sequence HLA-A26:01. The binding affinity (normalized) is 0.0847. (5) The peptide sequence is TLILSNKLL. The MHC is HLA-A02:01 with pseudo-sequence HLA-A02:01. The binding affinity (normalized) is 0.356. (6) The peptide sequence is MMWYWGPSL. The MHC is HLA-A02:03 with pseudo-sequence HLA-A02:03. The binding affinity (normalized) is 0.631. (7) The peptide sequence is FQFQNGQFI. The MHC is H-2-Kb with pseudo-sequence H-2-Kb. The binding affinity (normalized) is 0.0352. (8) The peptide sequence is KEKGGLEGL. The MHC is HLA-B35:01 with pseudo-sequence HLA-B35:01. The binding affinity (normalized) is 0.